From a dataset of Full USPTO retrosynthesis dataset with 1.9M reactions from patents (1976-2016). Predict the reactants needed to synthesize the given product. Given the product [CH3:38][N:39]([CH3:48])[C:40]([N:42]1[CH2:43][CH2:44][N:45]([C:35]([N:15]2[C:16]([C:28]3[CH:33]=[CH:32][C:31]([Cl:34])=[CH:30][CH:29]=3)([CH3:27])[C:17]([C:20]3[CH:25]=[CH:24][C:23]([Cl:26])=[CH:22][CH:21]=3)([CH3:19])[N:18]=[C:14]2[C:8]2[C:9]([O:11][CH2:12][CH3:13])=[N:10][C:5]([C:1]([CH3:2])([CH3:4])[CH3:3])=[N:6][CH:7]=2)=[O:36])[CH2:46][CH2:47]1)=[O:41], predict the reactants needed to synthesize it. The reactants are: [C:1]([C:5]1[N:10]=[C:9]([O:11][CH2:12][CH3:13])[C:8]([C:14]2[N:15]([C:35](Cl)=[O:36])[C:16]([C:28]3[CH:33]=[CH:32][C:31]([Cl:34])=[CH:30][CH:29]=3)([CH3:27])[C:17]([C:20]3[CH:25]=[CH:24][C:23]([Cl:26])=[CH:22][CH:21]=3)([CH3:19])[N:18]=2)=[CH:7][N:6]=1)([CH3:4])([CH3:3])[CH3:2].[CH3:38][N:39]([CH3:48])[C:40]([N:42]1[CH2:47][CH2:46][NH:45][CH2:44][CH2:43]1)=[O:41].